From a dataset of Forward reaction prediction with 1.9M reactions from USPTO patents (1976-2016). Predict the product of the given reaction. (1) The product is: [N:1]1[C:10]2[NH:9][C:8]3[CH:11]=[C:12]([CH2:15][OH:16])[CH:13]=[CH:14][C:7]=3[S:6][C:5]=2[N:4]=[CH:3][CH:2]=1. Given the reactants [N:1]1[C:10]2[NH:9][C:8]3[CH:11]=[C:12]([C:15](OC)=[O:16])[CH:13]=[CH:14][C:7]=3[S:6][C:5]=2[N:4]=[CH:3][CH:2]=1.[H-].C([Al+]CC(C)C)C(C)C, predict the reaction product. (2) Given the reactants [C:1]1([C:15]2[CH:20]=[CH:19][CH:18]=[CH:17][CH:16]=2)[CH:6]=[CH:5][CH:4]=[C:3]([CH:7]([CH2:11][CH:12]([CH3:14])[CH3:13])[C:8](O)=[O:9])[CH:2]=1.[NH2:21][C@@H:22]1[CH2:28][CH2:27][C@@H:26]([CH3:29])[N:25]([S:30]([C:33]2[CH:38]=[CH:37][CH:36]=[CH:35][N:34]=2)(=[O:32])=[O:31])[CH2:24][C@H:23]1[OH:39].CCN=C=NCCCN(C)C.C1C=CC2N(O)N=NC=2C=1.C(N(C(C)C)CC)(C)C, predict the reaction product. The product is: [CH3:29][C@H:26]1[N:25]([S:30]([C:33]2[CH:38]=[CH:37][CH:36]=[CH:35][N:34]=2)(=[O:32])=[O:31])[CH2:24][C@@H:23]([OH:39])[C@H:22]([NH:21][C:8](=[O:9])[CH:7]([C:3]2[CH:2]=[C:1]([C:15]3[CH:20]=[CH:19][CH:18]=[CH:17][CH:16]=3)[CH:6]=[CH:5][CH:4]=2)[CH2:11][CH:12]([CH3:14])[CH3:13])[CH2:28][CH2:27]1. (3) Given the reactants [C:1]([O:5][C:6](=[O:16])[NH:7][C:8]1[CH:13]=[CH:12][C:11](I)=[C:10]([Cl:15])[CH:9]=1)([CH3:4])([CH3:3])[CH3:2].[CH3:17][N:18]([CH3:22])[CH2:19][C:20]#[CH:21], predict the reaction product. The product is: [C:1]([O:5][C:6](=[O:16])[NH:7][C:8]1[CH:13]=[CH:12][C:11]([C:21]#[C:20][CH2:19][N:18]([CH3:22])[CH3:17])=[C:10]([Cl:15])[CH:9]=1)([CH3:4])([CH3:3])[CH3:2]. (4) Given the reactants [Cl:1][C:2]1[CH:3]=[C:4]2[C:8](=[CH:9][CH:10]=1)[N:7]([C@@H:11]([C:16]1[CH:21]=[CH:20][CH:19]=[CH:18][CH:17]=1)[C@H:12]([OH:15])[CH2:13]O)[C:6](=[O:22])[C:5]12[CH2:27][CH2:26][CH2:25][CH2:24][CH2:23]1.C1(C)C=CC(S(Cl)(=O)=O)=CC=1.[CH3:39][NH2:40], predict the reaction product. The product is: [Cl:1][C:2]1[CH:3]=[C:4]2[C:8](=[CH:9][CH:10]=1)[N:7]([C@@H:11]([C:16]1[CH:21]=[CH:20][CH:19]=[CH:18][CH:17]=1)[C@H:12]([OH:15])[CH2:13][NH:40][CH3:39])[C:6](=[O:22])[C:5]12[CH2:27][CH2:26][CH2:25][CH2:24][CH2:23]1. (5) Given the reactants [Cl:1][C:2]1[CH:7]=[CH:6][C:5]([C:8]2[CH:13]=[C:12]([C:14]([F:17])([F:16])[F:15])[N:11]3[N:18]=[CH:19][C:20]([C:21]([OH:23])=O)=[C:10]3[N:9]=2)=[CH:4][CH:3]=1.O[NH:25][C:26](=[NH:37])[C:27]1[CH:32]=[CH:31][C:30]([S:33](=[O:36])(=[O:35])[NH2:34])=[CH:29][CH:28]=1, predict the reaction product. The product is: [Cl:1][C:2]1[CH:7]=[CH:6][C:5]([C:8]2[CH:13]=[C:12]([C:14]([F:17])([F:15])[F:16])[N:11]3[N:18]=[CH:19][C:20]([C:21]4[O:23][N:37]=[C:26]([C:27]5[CH:28]=[CH:29][C:30]([S:33]([NH2:34])(=[O:35])=[O:36])=[CH:31][CH:32]=5)[N:25]=4)=[C:10]3[N:9]=2)=[CH:4][CH:3]=1.